This data is from Forward reaction prediction with 1.9M reactions from USPTO patents (1976-2016). The task is: Predict the product of the given reaction. (1) The product is: [N:14]1[CH:15]=[C:16]([CH:4]2[CH2:5][CH2:6][CH2:7][N:3]2[CH3:1])[CH:17]=[CH:12][CH:13]=1. Given the reactants [CH:1]([N:3]1[CH2:7][CH2:6][CH2:5][C:4]1=O)=C.[H-].[Na+].C(OCC)(=O)[C:12]1[CH:17]=[CH:16][CH:15]=[N:14][CH:13]=1.Cl.[BH4-].[Na+].C=O, predict the reaction product. (2) Given the reactants Br[CH2:2][CH2:3][CH2:4][CH2:5][O:6][C:7]1[CH:8]=[C:9]2[C:13](=[CH:14][CH:15]=1)[N:12]([C:16]1[CH:21]=[CH:20][C:19]([F:22])=[CH:18][CH:17]=1)[CH:11]=[CH:10]2.[CH2:23]([CH2:26][NH2:27])[CH:24]=C.[CH3:28]N(C=O)C, predict the reaction product. The product is: [CH2:26]([N:27]([CH2:2][CH2:3][CH2:4][CH2:5][O:6][C:7]1[CH:8]=[C:9]2[C:13](=[CH:14][CH:15]=1)[N:12]([C:16]1[CH:21]=[CH:20][C:19]([F:22])=[CH:18][CH:17]=1)[CH:11]=[CH:10]2)[CH3:28])[CH:23]=[CH2:24]. (3) Given the reactants [CH2:1]([SH:3])[CH3:2].F[C:5]1[CH:13]=[C:12]([C:14]([F:17])([F:16])[F:15])[CH:11]=[CH:10][C:6]=1[C:7]([OH:9])=[O:8].C(=O)([O-])[O-].[Cs+].[Cs+].C(=O)(O)[O-].[Na+], predict the reaction product. The product is: [CH2:1]([S:3][C:5]1[CH:13]=[C:12]([C:14]([F:15])([F:17])[F:16])[CH:11]=[CH:10][C:6]=1[C:7]([OH:9])=[O:8])[CH3:2]. (4) Given the reactants [C:1]([C:5]1[NH:6][C:7]2[C:12]([CH:13]=1)=[CH:11][C:10]([NH:14][C:15]([CH:17]1[CH2:19][CH2:18]1)=[O:16])=[CH:9][C:8]=2[C:20]#[N:21])([CH3:4])([CH3:3])[CH3:2].[H][H].[C:24]([O:27][CH2:28][CH3:29])(=[O:26])C, predict the reaction product. The product is: [NH2:21][CH2:20][C:8]1[CH:9]=[C:10]([NH:14][C:15]([C:17]2([C:1]3[CH:5]=[CH:13][C:29]4[O:26][CH2:24][O:27][C:28]=4[CH:2]=3)[CH2:18][CH2:19]2)=[O:16])[CH:11]=[C:12]2[C:7]=1[NH:6][C:5]([C:1]([CH3:4])([CH3:2])[CH3:3])=[CH:13]2. (5) Given the reactants [C:1]([C:3]1[S:7][C:6]([CH:8]([OH:10])[CH3:9])=[CH:5][CH:4]=1)#[N:2].[H-].[Al+3].[Li+].[H-].[H-].[H-], predict the reaction product. The product is: [NH2:2][CH2:1][C:3]1[S:7][C:6]([CH:8]([OH:10])[CH3:9])=[CH:5][CH:4]=1. (6) Given the reactants [F:1][C:2]1[CH:7]=[C:6]([Br:8])[CH:5]=[CH:4][C:3]=1[OH:9].C(=O)([O-])[O-].[K+].[K+].Br[CH2:17][CH2:18][CH2:19][Cl:20], predict the reaction product. The product is: [Br:8][C:6]1[CH:5]=[CH:4][C:3]([O:9][CH2:17][CH2:18][CH2:19][Cl:20])=[C:2]([F:1])[CH:7]=1. (7) Given the reactants C(Cl)(=O)C(Cl)=O.[CH2:7]([N:9]([CH2:29][CH3:30])[CH2:10][CH2:11][N:12]([CH2:26][CH2:27]O)[C:13](=[O:25])[CH2:14][CH2:15][O:16][CH2:17][CH2:18][C:19]1[CH:24]=[CH:23][CH:22]=[CH:21][CH:20]=1)[CH3:8].Cl.[NH2:32][CH2:33][CH2:34][C:35]1[C:43]2[S:42][C:41](=[O:44])[NH:40][C:39]=2[C:38]([OH:45])=[CH:37][CH:36]=1.C([BH3-])#N.[Na+].N, predict the reaction product. The product is: [CH2:7]([N:9]([CH2:29][CH3:30])[CH2:10][CH2:11][N:12]([CH2:26][CH2:27][NH:32][CH2:33][CH2:34][C:35]1[C:43]2[S:42][C:41](=[O:44])[NH:40][C:39]=2[C:38]([OH:45])=[CH:37][CH:36]=1)[C:13](=[O:25])[CH2:14][CH2:15][O:16][CH2:17][CH2:18][C:19]1[CH:24]=[CH:23][CH:22]=[CH:21][CH:20]=1)[CH3:8].